From a dataset of Catalyst prediction with 721,799 reactions and 888 catalyst types from USPTO. Predict which catalyst facilitates the given reaction. (1) Product: [F:13][C:6]1[C:7]([CH3:12])=[C:8]([F:11])[CH:9]=[CH:10][C:5]=1[CH:16]=[O:17]. Reactant: [Mg].II.Br[C:5]1[C:6]([F:13])=[C:7]([CH3:12])[C:8]([F:11])=[CH:9][CH:10]=1.CN(C)[CH:16]=[O:17]. The catalyst class is: 7. (2) Reactant: [NH2:1][C:2]1[C:19]([C:20]#[C:21][Si](C)(C)C)=[CH:18][C:5]([C:6]([N:8]=[S@@:9]([CH3:17])(=[O:16])[C:10]2[CH:15]=[CH:14][CH:13]=[CH:12][CH:11]=2)=[O:7])=[CH:4][N:3]=1.C([O-])([O-])=O.[K+].[K+]. Product: [NH2:1][C:2]1[C:19]([C:20]#[CH:21])=[CH:18][C:5]([C:6]([N:8]=[S@@:9]([CH3:17])(=[O:16])[C:10]2[CH:15]=[CH:14][CH:13]=[CH:12][CH:11]=2)=[O:7])=[CH:4][N:3]=1. The catalyst class is: 36. (3) Reactant: [NH2:1][C:2]1[CH:3]=[N:4][CH:5]=[CH:6][CH:7]=1.C[Si]([N-][Si](C)(C)C)(C)C.[Na+].[C:18](#[N:25])[C:19]1[CH:24]=[CH:23][CH:22]=[CH:21][CH:20]=1. Product: [N:4]1[CH:5]=[CH:6][CH:7]=[C:2]([NH:1][C:18](=[NH:25])[C:19]2[CH:24]=[CH:23][CH:22]=[CH:21][CH:20]=2)[CH:3]=1. The catalyst class is: 7.